From a dataset of Full USPTO retrosynthesis dataset with 1.9M reactions from patents (1976-2016). Predict the reactants needed to synthesize the given product. (1) Given the product [C:10]([C:7]1([C:1]2[CH:6]=[CH:5][C:4]([S:13]([Cl:12])(=[O:15])=[O:14])=[CH:3][CH:2]=2)[CH2:8][CH2:9]1)#[N:11], predict the reactants needed to synthesize it. The reactants are: [C:1]1([C:7]2([C:10]#[N:11])[CH2:9][CH2:8]2)[CH:6]=[CH:5][CH:4]=[CH:3][CH:2]=1.[Cl:12][S:13](O)(=[O:15])=[O:14]. (2) Given the product [C:12]([O:16][C:17](=[O:28])[NH:18][CH2:19][C:20]1[CH:21]=[CH:22][CH:23]=[CH:24][C:25]=1[S:29]([CH3:1])(=[O:32])=[O:30])([CH3:15])([CH3:13])[CH3:14], predict the reactants needed to synthesize it. The reactants are: [CH:1]1C=C(Cl)C=C(C(OO)=O)C=1.[C:12]([O:16][C:17](=[O:28])[NH:18][CH2:19][C:20]1[CH:25]=[CH:24][CH:23]=[CH:22][C:21]=1SC)([CH3:15])([CH3:14])[CH3:13].[S:29]([O-:32])([O-])=[O:30].[Na+].[Na+].